From a dataset of Forward reaction prediction with 1.9M reactions from USPTO patents (1976-2016). Predict the product of the given reaction. (1) Given the reactants [H-].[Na+].[OH:3][CH2:4][C:5]1[CH:6]=[CH:7][C:8]([O:13][C:14]2[CH:19]=[CH:18][N:17]=[C:16]([C:20]([F:23])([F:22])[F:21])[CH:15]=2)=[C:9]([CH:12]=1)[C:10]#[N:11].Cl[C:25]1[CH:26]=[C:27]2[N:34]([C:35]([O:37][C:38]([CH3:41])([CH3:40])[CH3:39])=[O:36])[CH2:33][CH2:32][N:28]2[C:29](=[O:31])[N:30]=1, predict the reaction product. The product is: [C:10]([C:9]1[CH:12]=[C:5]([CH:6]=[CH:7][C:8]=1[O:13][C:14]1[CH:19]=[CH:18][N:17]=[C:16]([C:20]([F:23])([F:21])[F:22])[CH:15]=1)[CH2:4][O:3][C:25]1[CH:26]=[C:27]2[N:34]([C:35]([O:37][C:38]([CH3:41])([CH3:40])[CH3:39])=[O:36])[CH2:33][CH2:32][N:28]2[C:29](=[O:31])[N:30]=1)#[N:11]. (2) Given the reactants [CH3:1][C:2]1[N:6]([CH:7]([CH:9]2[C:11]3([CH2:13][CH2:12]3)[CH2:10]2)[CH3:8])[N:5]=[CH:4][C:3]=1[C:14](Cl)=[O:15].[CH3:17][NH:18][C:19]1[CH:24]=[CH:23][N:22]=[N:21][CH:20]=1.C(N(CC)CC)C, predict the reaction product. The product is: [CH3:17][N:18]([C:19]1[CH:24]=[CH:23][N:22]=[N:21][CH:20]=1)[C:14]([C:3]1[CH:4]=[N:5][N:6]([CH:7]([CH:9]2[C:11]3([CH2:13][CH2:12]3)[CH2:10]2)[CH3:8])[C:2]=1[CH3:1])=[O:15]. (3) Given the reactants C(N)(=O)CC.[Cl:6][C:7]1[CH:12]=[CH:11][C:10]([N:13]([C@H:18]2[C:27]3[C:22](=[CH:23][CH:24]=[C:25]([O:28][CH3:29])[CH:26]=3)[N:21]([C:30]([C:32]3[O:33][CH:34]=[CH:35][CH:36]=3)=[O:31])[C@@H:20]([C:37]([F:40])([F:39])[F:38])[CH2:19]2)[C:14](=[O:17])[CH2:15][CH3:16])=[CH:9][CH:8]=1.ClC1C=CC(N([C@H]2C3C(=CC=C(OC)C=3)N(C(=O)C3C=CC(F)=CC=3)[C@@H](C(F)(F)F)C2)C(=O)CC)=CC=1.FC1C=CC(C(Cl)=O)=CC=1, predict the reaction product. The product is: [Cl:6][C:7]1[CH:12]=[CH:11][C:10]([N:13]([C@H:18]2[C:27]3[C:22](=[CH:23][CH:24]=[C:25]([O:28][CH3:29])[CH:26]=3)[N:21]([C:30]([C:32]3[O:33][CH:34]=[CH:35][CH:36]=3)=[O:31])[C@@H:20]([C:37]([F:39])([F:38])[F:40])[CH2:19]2)[C:14](=[O:17])[CH2:15][CH3:16])=[CH:9][CH:8]=1. (4) Given the reactants Br[CH2:2][C:3]1[NH:8][C:7]([C:9]2[S:10][CH:11]=[CH:12][N:13]=2)=[N:6][CH:5]([C:14]2[CH:19]=[CH:18][C:17]([F:20])=[CH:16][C:15]=2[C:21]2[CH:26]=[CH:25][C:24]([C:27]([F:30])([F:29])[F:28])=[CH:23][CH:22]=2)[C:4]=1[C:31]([O:33][CH2:34][CH3:35])=[O:32].[NH:36]1[CH2:41][CH2:40][O:39][CH2:38][C@H:37]1[C:42]([OH:44])=[O:43], predict the reaction product. The product is: [CH2:34]([O:33][C:31]([C:4]1[CH:5]([C:14]2[CH:19]=[CH:18][C:17]([F:20])=[CH:16][C:15]=2[C:21]2[CH:22]=[CH:23][C:24]([C:27]([F:28])([F:29])[F:30])=[CH:25][CH:26]=2)[N:6]=[C:7]([C:9]2[S:10][CH:11]=[CH:12][N:13]=2)[NH:8][C:3]=1[CH2:2][N:36]1[CH2:41][CH2:40][O:39][CH2:38][C@H:37]1[C:42]([OH:44])=[O:43])=[O:32])[CH3:35]. (5) Given the reactants [NH2:1][C:2]1[C:11]2[C:6](=[CH:7][CH:8]=[CH:9][CH:10]=2)[CH:5]=[CH:4][C:3]=1[C:12]([OH:21])([C:17]([F:20])([F:19])[F:18])[C:13]([F:16])([F:15])[F:14].[C:22](Cl)(=[O:27])[CH2:23][CH2:24][CH2:25][CH3:26], predict the reaction product. The product is: [F:20][C:17]([F:18])([F:19])[C:12]([C:3]1[CH:4]=[CH:5][C:6]2[C:11](=[CH:10][CH:9]=[CH:8][CH:7]=2)[C:2]=1[NH:1][C:22](=[O:27])[CH2:23][CH2:24][CH2:25][CH3:26])([OH:21])[C:13]([F:14])([F:15])[F:16].